From a dataset of Full USPTO retrosynthesis dataset with 1.9M reactions from patents (1976-2016). Predict the reactants needed to synthesize the given product. Given the product [ClH:29].[O:28]=[C:12]1[N:11]([C:8]2[CH:9]=[CH:10][C:5]([C:3]([O:2][CH3:1])=[O:4])=[CH:6][CH:7]=2)[CH2:15][C:14]2([CH2:20][CH2:19][NH:18][CH2:17][CH2:16]2)[O:13]1, predict the reactants needed to synthesize it. The reactants are: [CH3:1][O:2][C:3]([C:5]1[CH:10]=[CH:9][C:8]([N:11]2[CH2:15][C:14]3([CH2:20][CH2:19][N:18](C(OC(C)(C)C)=O)[CH2:17][CH2:16]3)[O:13][C:12]2=[O:28])=[CH:7][CH:6]=1)=[O:4].[ClH:29].